From a dataset of Forward reaction prediction with 1.9M reactions from USPTO patents (1976-2016). Predict the product of the given reaction. (1) Given the reactants [N+:1]([C:4]1[CH:14]=[CH:13][C:7]([C:8](OCC)=[O:9])=[CH:6][CH:5]=1)([O-:3])=[O:2].O.[NH2:16][NH2:17], predict the reaction product. The product is: [N+:1]([C:4]1[CH:14]=[CH:13][C:7]([C:8]([NH:16][NH2:17])=[O:9])=[CH:6][CH:5]=1)([O-:3])=[O:2]. (2) The product is: [F:1][C:2]1[CH:3]=[C:4]([NH:9][CH2:19][CH2:18][C:15]2[CH:14]=[CH:13][C:12]([C:11]([F:10])([F:22])[F:23])=[CH:17][CH:16]=2)[CH:5]=[CH:6][C:7]=1[F:8]. Given the reactants [F:1][C:2]1[CH:3]=[C:4]([NH2:9])[CH:5]=[CH:6][C:7]=1[F:8].[F:10][C:11]([F:23])([F:22])[C:12]1[CH:17]=[CH:16][C:15]([CH2:18][C:19](O)=O)=[CH:14][CH:13]=1, predict the reaction product. (3) Given the reactants [O:1]1[C:5]2[CH:6]=[CH:7][CH:8]=[CH:9][C:4]=2[CH:3]=[C:2]1[CH:10]=O.C(O)(=O)[CH2:13][C:14]([OH:16])=[O:15].N1CCCCC1, predict the reaction product. The product is: [O:1]1[C:5]2[CH:6]=[CH:7][CH:8]=[CH:9][C:4]=2[CH:3]=[C:2]1/[CH:10]=[CH:13]/[C:14]([OH:16])=[O:15].